From a dataset of Peptide-MHC class I binding affinity with 185,985 pairs from IEDB/IMGT. Regression. Given a peptide amino acid sequence and an MHC pseudo amino acid sequence, predict their binding affinity value. This is MHC class I binding data. (1) The peptide sequence is LTFLHTLYK. The MHC is HLA-B18:01 with pseudo-sequence HLA-B18:01. The binding affinity (normalized) is 0.0847. (2) The peptide sequence is LVYIFEPEK. The MHC is HLA-A11:01 with pseudo-sequence HLA-A11:01. The binding affinity (normalized) is 0.703. (3) The peptide sequence is GEIGIRNWL. The MHC is HLA-B58:01 with pseudo-sequence HLA-B58:01. The binding affinity (normalized) is 0.0847. (4) The peptide sequence is IVNNQESNKY. The MHC is HLA-A68:01 with pseudo-sequence HLA-A68:01. The binding affinity (normalized) is 0.175. (5) The peptide sequence is FEFILRYGD. The MHC is HLA-A80:01 with pseudo-sequence HLA-A80:01. The binding affinity (normalized) is 0.0847. (6) The peptide sequence is DESALNISGY. The MHC is HLA-B40:01 with pseudo-sequence HLA-B40:01. The binding affinity (normalized) is 0. (7) The peptide sequence is SARTNCLAV. The MHC is HLA-A30:01 with pseudo-sequence HLA-A30:01. The binding affinity (normalized) is 0.797. (8) The peptide sequence is YSHYSHNPK. The MHC is HLA-B18:01 with pseudo-sequence HLA-B18:01. The binding affinity (normalized) is 0.0847.